From a dataset of Full USPTO retrosynthesis dataset with 1.9M reactions from patents (1976-2016). Predict the reactants needed to synthesize the given product. (1) Given the product [CH3:38][S:39]([O:1][CH2:2][CH2:3][O:4][C:5]1[C:10]([C:11]2[CH:16]=[CH:15][C:14]([S:17]([CH3:19])=[O:18])=[CH:13][CH:12]=2)=[N:9][C:8]([C:20]2[NH:29][C:28](=[O:30])[C:27]3[C:22](=[CH:23][CH:24]=[CH:25][CH:26]=3)[N:21]=2)=[CH:7][CH:6]=1)(=[O:41])=[O:40], predict the reactants needed to synthesize it. The reactants are: [OH:1][CH2:2][CH2:3][O:4][C:5]1[CH:6]=[CH:7][C:8]([C:20]2[NH:29][C:28](=[O:30])[C:27]3[C:22](=[CH:23][CH:24]=[CH:25][CH:26]=3)[N:21]=2)=[N:9][C:10]=1[C:11]1[CH:16]=[CH:15][C:14]([S:17]([CH3:19])=[O:18])=[CH:13][CH:12]=1.C(N(CC)CC)C.[CH3:38][S:39](Cl)(=[O:41])=[O:40]. (2) Given the product [C:16]([C:14]1[CH:15]=[C:6]([C:4]([OH:5])=[O:3])[CH:7]=[C:8]2[C:13]=1[O:12][C:11]([CH3:23])([CH3:22])[CH2:10][C:9]2([CH3:24])[CH3:25])#[CH:17], predict the reactants needed to synthesize it. The reactants are: C([O:3][C:4]([C:6]1[CH:7]=[C:8]2[C:13](=[C:14]([C:16]#[C:17][Si](C)(C)C)[CH:15]=1)[O:12][C:11]([CH3:23])([CH3:22])[CH2:10][C:9]2([CH3:25])[CH3:24])=[O:5])C.[OH-].[Na+].Cl. (3) Given the product [F:30][C:29]1[CH:24]=[CH:25][C:26]([CH2:31][C:32]([O:34][CH3:35])=[O:33])=[CH:27][C:28]=1[C:12]1[CH:11]=[N:10][N:9]([CH3:8])[CH:13]=1, predict the reactants needed to synthesize it. The reactants are: C(=O)([O-])[O-].[K+].[K+].O.[CH3:8][N:9]1[CH:13]=[C:12](B2OC(C)(C)C(C)(C)O2)[CH:11]=[N:10]1.Br[C:24]1[CH:25]=[C:26]([CH2:31][C:32]([O:34][CH3:35])=[O:33])[CH:27]=[CH:28][C:29]=1[F:30].